This data is from Full USPTO retrosynthesis dataset with 1.9M reactions from patents (1976-2016). The task is: Predict the reactants needed to synthesize the given product. Given the product [CH3:26][O:25][C:12]1[C:13]([N+:22]([O-:24])=[O:23])=[C:14]([CH:18]=[C:19]([O:20][CH3:21])[C:11]=1[OH:10])[C:15]([O:17][CH3:1])=[O:16], predict the reactants needed to synthesize it. The reactants are: [C:1](Cl)(=O)C(Cl)=O.C([O:10][C:11]1[C:19]([O:20][CH3:21])=[CH:18][C:14]([C:15]([OH:17])=[O:16])=[C:13]([N+:22]([O-:24])=[O:23])[C:12]=1[O:25][CH3:26])(=O)C.